From a dataset of Full USPTO retrosynthesis dataset with 1.9M reactions from patents (1976-2016). Predict the reactants needed to synthesize the given product. Given the product [Br:8][C:4]1[CH:3]=[C:2]([Si:21]([C:47]2[C:41]3[O:40][C:39]4[CH:38]=[CH:37][CH:36]=[CH:35][C:43]=4[C:42]=3[CH:44]=[CH:45][CH:46]=2)([C:28]2[CH:33]=[CH:32][CH:31]=[CH:30][CH:29]=2)[C:22]2[CH:27]=[CH:26][CH:25]=[CH:24][CH:23]=2)[CH:7]=[CH:6][CH:5]=1, predict the reactants needed to synthesize it. The reactants are: Br[C:2]1[CH:7]=[CH:6][CH:5]=[C:4]([Br:8])[CH:3]=1.C([Li])CCC.CCCCCC.Cl[Si:21](Cl)([C:28]1[CH:33]=[CH:32][CH:31]=[CH:30][CH:29]=1)[C:22]1[CH:27]=[CH:26][CH:25]=[CH:24][CH:23]=1.[CH:35]1[C:43]2[C:42]3[CH:44]=[CH:45][CH:46]=[CH:47][C:41]=3[O:40][C:39]=2[C:38]([Li])=[CH:37][CH:36]=1.